This data is from Reaction yield outcomes from USPTO patents with 853,638 reactions. The task is: Predict the reaction yield, written as a fraction of the theoretical maximum amount of product (1.0 means a 100% yield; for example, 0.34 means a 34% yield). (1) The reactants are [CH2:1]([O:3][C:4]([C:6]1[S:7][C:8](Cl)=[N:9][N:10]=1)=[O:5])[CH3:2].C([O-])([O-])=O.[K+].[K+].[C:18]1([SH:24])[CH:23]=[CH:22][CH:21]=[CH:20][CH:19]=1. The catalyst is CC#N. The product is [CH2:1]([O:3][C:4]([C:6]1[S:7][C:8]([S:24][C:18]2[CH:23]=[CH:22][CH:21]=[CH:20][CH:19]=2)=[N:9][N:10]=1)=[O:5])[CH3:2]. The yield is 0.740. (2) The reactants are [OH-].[Na+].[CH3:3][O:4][CH2:5][CH2:6][O:7][C:8]1[CH:9]=[C:10]([C:18]([O:20]C)=[O:19])[CH:11]=[C:12]([CH:17]=1)[C:13]([O:15][CH3:16])=[O:14]. The catalyst is CCO. The product is [CH3:16][O:15][C:13]([C:12]1[CH:11]=[C:10]([CH:9]=[C:8]([O:7][CH2:6][CH2:5][O:4][CH3:3])[CH:17]=1)[C:18]([OH:20])=[O:19])=[O:14]. The yield is 0.873. (3) The reactants are C(OC(=O)[NH:7][CH2:8][CH2:9][NH:10][CH:11]([C:15]1[O:16][C:17]2[C:22]([C:23](=[O:32])[C:24]=1[CH2:25][C:26]1[CH:31]=[CH:30][CH:29]=[CH:28][CH:27]=1)=[CH:21][CH:20]=[C:19]([Cl:33])[CH:18]=2)[CH:12]([CH3:14])[CH3:13])(C)(C)C. The catalyst is C(Cl)Cl.FC(F)(F)C(O)=O. The product is [NH2:7][CH2:8][CH2:9][NH:10][CH:11]([C:15]1[O:16][C:17]2[C:22]([C:23](=[O:32])[C:24]=1[CH2:25][C:26]1[CH:27]=[CH:28][CH:29]=[CH:30][CH:31]=1)=[CH:21][CH:20]=[C:19]([Cl:33])[CH:18]=2)[CH:12]([CH3:13])[CH3:14]. The yield is 0.910. (4) The reactants are [C:1]([C:3]1[CH:10]=[CH:9][C:6]([CH:7]=O)=[CH:5][CH:4]=1)#[CH:2].[CH3:11][NH:12][CH3:13].[BH-](OC(C)=O)(OC(C)=O)OC(C)=O.[Na+]. The catalyst is C(O)(=O)C.ClCCCl. The product is [C:1]([C:3]1[CH:10]=[CH:9][C:6]([CH2:7][N:12]([CH3:13])[CH3:11])=[CH:5][CH:4]=1)#[CH:2]. The yield is 0.920. (5) The reactants are C(OC([N:8]1[CH2:13][CH2:12][CH:11]([N:14]([CH3:18])[CH2:15][CH2:16][CH3:17])[CH2:10][CH2:9]1)=O)(C)(C)C.Cl. The catalyst is CCOC(C)=O. The product is [CH3:18][N:14]([CH:11]1[CH2:10][CH2:9][NH:8][CH2:13][CH2:12]1)[CH2:15][CH2:16][CH3:17]. The yield is 0.920. (6) The yield is 0.510. The product is [N:16]1([CH2:22][C:23]2[CH:24]=[CH:25][C:26]([NH:29]/[CH:3]=[C:4]3\[C:5](=[O:15])[NH:6][C:7](=[O:14])[C:8]4[C:13]\3=[CH:12][CH:11]=[CH:10][CH:9]=4)=[CH:27][CH:28]=2)[CH2:21][CH2:20][CH2:19][CH2:18][CH2:17]1. The reactants are CO[CH:3]=[C:4]1[C:13]2[C:8](=[CH:9][CH:10]=[CH:11][CH:12]=2)[C:7](=[O:14])[NH:6][C:5]1=[O:15].[N:16]1([CH2:22][C:23]2[CH:28]=[CH:27][C:26]([NH2:29])=[CH:25][CH:24]=2)[CH2:21][CH2:20][CH2:19][CH2:18][CH2:17]1. The catalyst is CN(C)C=O.